Dataset: Forward reaction prediction with 1.9M reactions from USPTO patents (1976-2016). Task: Predict the product of the given reaction. (1) Given the reactants [CH3:1][NH:2][C@@H:3]([C:14]([NH:16][C@H:17]([C:22]([N:24]([C@@H:26]([CH:35]([CH3:37])[CH3:36])/[CH:27]=[C:28](\[CH3:34])/[C:29]([O:31]CC)=[O:30])[CH3:25])=[O:23])[C:18]([CH3:21])([CH3:20])[CH3:19])=[O:15])[C:4]([CH3:13])([CH3:12])[C:5]1[CH:10]=[CH:9][CH:8]=[C:7]([CH3:11])[CH:6]=1.[OH-].[Li+], predict the reaction product. The product is: [CH3:1][NH:2][C@@H:3]([C:14]([NH:16][C@H:17]([C:22]([N:24]([C@@H:26]([CH:35]([CH3:37])[CH3:36])/[CH:27]=[C:28](/[C:29]([OH:31])=[O:30])\[CH3:34])[CH3:25])=[O:23])[C:18]([CH3:21])([CH3:20])[CH3:19])=[O:15])[C:4]([CH3:13])([CH3:12])[C:5]1[CH:10]=[CH:9][CH:8]=[C:7]([CH3:11])[CH:6]=1. (2) The product is: [Br:1][C:2]1[CH:3]=[CH:4][C:5]([CH:8]([C:16]2[CH:21]=[CH:20][CH:19]=[CH:18][C:17]=2[CH3:22])[CH2:9][C:10]([C:24]2[CH:25]=[C:26]3[C:31](=[CH:32][CH:33]=2)[N:30]=[CH:29][CH:28]=[CH:27]3)=[O:11])=[CH:6][CH:7]=1. Given the reactants [Br:1][C:2]1[CH:7]=[CH:6][C:5]([CH:8]([C:16]2[CH:21]=[CH:20][CH:19]=[CH:18][C:17]=2[CH3:22])[CH2:9][C:10](N(OC)C)=[O:11])=[CH:4][CH:3]=1.Br[C:24]1[CH:25]=[C:26]2[C:31](=[CH:32][CH:33]=1)[N:30]=[CH:29][CH:28]=[CH:27]2, predict the reaction product. (3) The product is: [Cl:4][C:5]1[N:21]=[CH:20][CH:19]=[C:18]([O:2][CH3:1])[C:6]=1[C:7]([NH:9][C:10]1[CH:15]=[CH:14][C:13]([F:16])=[CH:12][C:11]=1[F:17])=[O:8]. Given the reactants [CH3:1][O-:2].[Na+].[Cl:4][C:5]1[N:21]=[CH:20][CH:19]=[C:18](I)[C:6]=1[C:7]([NH:9][C:10]1[CH:15]=[CH:14][C:13]([F:16])=[CH:12][C:11]=1[F:17])=[O:8], predict the reaction product.